Dataset: Full USPTO retrosynthesis dataset with 1.9M reactions from patents (1976-2016). Task: Predict the reactants needed to synthesize the given product. (1) Given the product [CH2:11]([O:18][C:19]1[CH:20]=[CH:21][C:22]([C:23]([NH:1][C:2]2[CH:3]=[N:4][CH:5]=[CH:6][C:7]=2[Cl:8])=[O:24])=[CH:26][CH:27]=1)[C:12]1[CH:13]=[CH:14][CH:15]=[CH:16][CH:17]=1, predict the reactants needed to synthesize it. The reactants are: [NH2:1][C:2]1[CH:3]=[N:4][CH:5]=[CH:6][C:7]=1[Cl:8].[H-].[Na+].[CH2:11]([O:18][C:19]1[CH:27]=[CH:26][C:22]([C:23](Cl)=[O:24])=[CH:21][CH:20]=1)[C:12]1[CH:17]=[CH:16][CH:15]=[CH:14][CH:13]=1. (2) Given the product [CH3:39][C:5]([O:7][C:8]1[CH:9]=[CH:10][C:11]([O:14][CH2:15][CH2:16][C:17]2[N:18]=[C:19]([C:23]3[CH:28]=[CH:27][C:26]([C:29]4[C:38]5[C:33](=[CH:34][CH:35]=[CH:36][CH:37]=5)[CH:32]=[CH:31][CH:30]=4)=[CH:25][CH:24]=3)[O:20][C:21]=2[CH3:22])=[CH:12][CH:13]=1)([CH3:6])[C:4]([OH:40])=[O:3], predict the reactants needed to synthesize it. The reactants are: C([O:3][C:4](=[O:40])[C:5]([CH3:39])([O:7][C:8]1[CH:13]=[CH:12][C:11]([O:14][CH2:15][CH2:16][C:17]2[N:18]=[C:19]([C:23]3[CH:28]=[CH:27][C:26]([C:29]4[C:38]5[C:33](=[CH:34][CH:35]=[CH:36][CH:37]=5)[CH:32]=[CH:31][CH:30]=4)=[CH:25][CH:24]=3)[O:20][C:21]=2[CH3:22])=[CH:10][CH:9]=1)[CH3:6])C.[OH-].[Na+]. (3) Given the product [CH3:13][O:12][C:9]1[CH:10]=[CH:11][C:6]([CH2:5][C:1]#[N:2])=[CH:7][C:8]=1[O:14][C:15]([F:18])([F:17])[F:16], predict the reactants needed to synthesize it. The reactants are: [C-:1]#[N:2].[Na+].Br[CH2:5][C:6]1[CH:11]=[CH:10][C:9]([O:12][CH3:13])=[C:8]([O:14][C:15]([F:18])([F:17])[F:16])[CH:7]=1. (4) The reactants are: [C:1]([N:8]([CH3:16])[C@H:9]1[CH2:14][CH2:13][C@H:12]([NH2:15])[CH2:11][CH2:10]1)([O:3][C:4]([CH3:7])([CH3:6])[CH3:5])=[O:2].[CH3:17][O:18][C:19]1[CH:20]=[C:21]([CH:24]=[C:25]([C:27]2[CH:32]=[CH:31][N:30]=[CH:29][CH:28]=2)[CH:26]=1)[CH:22]=O. Given the product [CH3:17][O:18][C:19]1[CH:20]=[C:21]([CH:24]=[C:25]([C:27]2[CH:32]=[CH:31][N:30]=[CH:29][CH:28]=2)[CH:26]=1)[CH2:22][NH:15][CH:12]1[CH2:11][CH2:10][CH:9]([N:8]([CH3:16])[C:1](=[O:2])[O:3][C:4]([CH3:7])([CH3:6])[CH3:5])[CH2:14][CH2:13]1, predict the reactants needed to synthesize it.